From a dataset of Catalyst prediction with 721,799 reactions and 888 catalyst types from USPTO. Predict which catalyst facilitates the given reaction. (1) The catalyst class is: 3. Reactant: [Br:1][C:2]1[C:10]([CH3:11])=[CH:9][C:8]([F:12])=[CH:7][C:3]=1[C:4]([OH:6])=O.[NH:13]1[CH2:17][CH2:16][CH2:15][CH2:14]1.CCN(C(C)C)C(C)C.CN(C(ON1N=NC2C=CC=NC1=2)=[N+](C)C)C.F[P-](F)(F)(F)(F)F. Product: [Br:1][C:2]1[C:10]([CH3:11])=[CH:9][C:8]([F:12])=[CH:7][C:3]=1[C:4]([N:13]1[CH2:17][CH2:16][CH2:15][CH2:14]1)=[O:6]. (2) Reactant: C(O[CH:4]([O:29][CH2:30][CH3:31])[CH2:5][C:6]1[CH:28]=[CH:27][C:9]2[C:10]([CH2:13][CH2:14][C:15]3[N:16]=[C:17]([C:21]4[CH:26]=[CH:25][CH:24]=[CH:23][CH:22]=4)[O:18][C:19]=3[CH3:20])=[N:11][O:12][C:8]=2[CH:7]=1)C.C[Si]([C:36]#[N:37])(C)C.C(Cl)(Cl)Cl.C(=O)([O-])O.[Na+]. Product: [CH2:30]([O:29][CH:4]([CH2:5][C:6]1[CH:28]=[CH:27][C:9]2[C:10]([CH2:13][CH2:14][C:15]3[N:16]=[C:17]([C:21]4[CH:26]=[CH:25][CH:24]=[CH:23][CH:22]=4)[O:18][C:19]=3[CH3:20])=[N:11][O:12][C:8]=2[CH:7]=1)[C:36]#[N:37])[CH3:31]. The catalyst class is: 4. (3) Reactant: [CH2:1]([O:8][C:9]1[CH:14]=[CH:13][C:12]([C:15]2[CH:20]=[CH:19][C:18]([O:21][C:22]([F:25])([F:24])[F:23])=[CH:17][CH:16]=2)=[CH:11][C:10]=1[CH:26]=O)[C:2]1[CH:7]=[CH:6][CH:5]=[CH:4][CH:3]=1.C(O)(=O)[CH2:29][C:30]([OH:32])=[O:31].N1CCCCC1.Cl. Product: [CH2:1]([O:8][C:9]1[CH:14]=[CH:13][C:12]([C:15]2[CH:16]=[CH:17][C:18]([O:21][C:22]([F:24])([F:25])[F:23])=[CH:19][CH:20]=2)=[CH:11][C:10]=1/[CH:26]=[CH:29]/[C:30]([OH:32])=[O:31])[C:2]1[CH:7]=[CH:6][CH:5]=[CH:4][CH:3]=1. The catalyst class is: 17. (4) Reactant: [NH2:1][C:2]1[N:7]=[C:6]([CH2:8][N:9]2[C:13]([CH3:15])([CH3:14])[C:12](=[O:16])[N:11]([C:17]3[CH:25]=[C:24]4[C:20]([C:21]([CH3:27])([CH3:26])[CH2:22][NH:23]4)=[CH:19][CH:18]=3)[C:10]2=[O:28])[CH:5]=[CH:4][N:3]=1.[N:29]([CH:32]1[CH2:37][CH2:36][N:35](C(=O)C(F)(F)F)[CH2:34][CH2:33]1)=[C:30]=[O:31]. Product: [NH:35]1[CH2:36][CH2:37][CH:32]([NH:29][C:30]([N:23]2[C:24]3[C:20](=[CH:19][CH:18]=[C:17]([N:11]4[C:12](=[O:16])[C:13]([CH3:15])([CH3:14])[N:9]([CH2:8][C:6]5[CH:5]=[CH:4][N:3]=[C:2]([NH2:1])[N:7]=5)[C:10]4=[O:28])[CH:25]=3)[C:21]([CH3:27])([CH3:26])[CH2:22]2)=[O:31])[CH2:33][CH2:34]1. The catalyst class is: 1. (5) Reactant: [CH2:1]1[CH:5]2[CH2:6][NH:7][CH2:8][CH:4]2[CH2:3][N:2]1[C:9]([O:11][C:12]([CH3:15])([CH3:14])[CH3:13])=[O:10].C(N(C(C)C)C(C)C)C.[Br:25][C:26]1[CH:34]=[CH:33][C:29]([C:30](Cl)=[O:31])=[CH:28][CH:27]=1. Product: [C:12]([O:11][C:9]([N:2]1[CH2:3][CH:4]2[CH:5]([CH2:6][N:7]([C:30](=[O:31])[C:29]3[CH:33]=[CH:34][C:26]([Br:25])=[CH:27][CH:28]=3)[CH2:8]2)[CH2:1]1)=[O:10])([CH3:15])([CH3:14])[CH3:13]. The catalyst class is: 2. (6) Reactant: [Na].C(NC1NC(=O)C2N=CN(C=2N=1)[C@@H]1O[C@H](C[O:29][C:30]([C:47]2[CH:52]=[CH:51][CH:50]=[CH:49][CH:48]=2)([C:39]2[CH:44]=[CH:43][C:42]([O:45][CH3:46])=[CH:41][CH:40]=2)[C:31]2[CH:36]=[CH:35][C:34]([O:37][CH3:38])=[CH:33][CH:32]=2)[C@@H](O)[C@H]1O[Si](C(C)(C)C)(C)C)(=O)C(C)C.P([O-])(OC1C=CC=CC=1)OC1C=CC=CC=1.C([O-])(O)=O.[Na+]. Product: [CH3:46][O:45][C:42]1[CH:43]=[CH:44][C:39]([C:30]([OH:29])([C:47]2[CH:52]=[CH:51][CH:50]=[CH:49][CH:48]=2)[C:31]2[CH:36]=[CH:35][C:34]([O:37][CH3:38])=[CH:33][CH:32]=2)=[CH:40][CH:41]=1. The catalyst class is: 298. (7) Reactant: [CH3:1][CH:2]([CH3:12])[CH2:3][C:4]#[C:5][C:6]1[CH:11]=[CH:10][CH:9]=[CH:8][CH:7]=1.[N+:13]([CH:16](C(OC)=O)[C:17]([O:19][CH3:20])=[O:18])([O-])=[O:14].F[P-](F)(F)(F)(F)F.C([N+]1C=CN(C)C=1)CCC. Product: [CH2:3]([C:4]1[C:16]([C:17]([O:19][CH3:20])=[O:18])=[N:13][O:14][C:5]=1[C:6]1[CH:11]=[CH:10][CH:9]=[CH:8][CH:7]=1)[CH:2]([CH3:12])[CH3:1]. The catalyst class is: 11. (8) Reactant: [S:1]1[C:5]([CH2:6][O:7][C:8]([NH:10][C@@H:11]([CH2:33][C:34]2[CH:39]=[CH:38][CH:37]=[CH:36][CH:35]=2)[CH2:12][NH:13][CH2:14][C@@H:15]([NH:23][C:24]([O:26][CH2:27][C:28]2[S:32][CH:31]=[N:30][CH:29]=2)=[O:25])[CH2:16][C:17]2[CH:22]=[CH:21][CH:20]=[CH:19][CH:18]=2)=[O:9])=[CH:4][N:3]=[CH:2]1.[C:40](=O)([O:51][CH2:52][C:53]1[S:57][CH:56]=[N:55][CH:54]=1)[O:41]C1C=CC([N+]([O-])=O)=CC=1.C(N(CC)CC)C. Product: [S:57]1[C:53]([CH2:52][O:51][C:40]([N:13]([CH2:14][C@@H:15]([NH:23][C:24]([O:26][CH2:27][C:28]2[S:32][CH:31]=[N:30][CH:29]=2)=[O:25])[CH2:16][C:17]2[CH:18]=[CH:19][CH:20]=[CH:21][CH:22]=2)[CH2:12][C@@H:11]([NH:10][C:8]([O:7][CH2:6][C:5]2[S:1][CH:2]=[N:3][CH:4]=2)=[O:9])[CH2:33][C:34]2[CH:39]=[CH:38][CH:37]=[CH:36][CH:35]=2)=[O:41])=[CH:54][N:55]=[CH:56]1. The catalyst class is: 13.